The task is: Predict the reactants needed to synthesize the given product.. This data is from Full USPTO retrosynthesis dataset with 1.9M reactions from patents (1976-2016). Given the product [Cl:14][C:15]1[CH:20]=[CH:19][C:18]([NH:21][C:22](=[O:29])[CH2:23][S:24][CH2:25][C:26]([NH:11][C:10]2[CH:9]=[CH:8][C:7]([CH:1]3[CH2:2][CH2:3][CH2:4][CH2:5][CH2:6]3)=[CH:13][CH:12]=2)=[O:27])=[C:17]([CH:16]=1)[C:30]([OH:32])=[O:31], predict the reactants needed to synthesize it. The reactants are: [CH:1]1([C:7]2[CH:13]=[CH:12][C:10]([NH2:11])=[CH:9][CH:8]=2)[CH2:6][CH2:5][CH2:4][CH2:3][CH2:2]1.[Cl:14][C:15]1[CH:20]=[CH:19][C:18]([NH:21][C:22](=[O:29])[CH2:23][S:24][CH2:25][C:26](O)=[O:27])=[C:17]([C:30]([O:32]C)=[O:31])[CH:16]=1.